This data is from Forward reaction prediction with 1.9M reactions from USPTO patents (1976-2016). The task is: Predict the product of the given reaction. (1) Given the reactants [C:1]([O:9][CH2:10][C@@H:11]1[S:15][CH:14]([N:16]2[CH:31]=[CH:30][C:20]([NH:21][C:22](=[O:29])[C:23]3[CH:28]=[CH:27][CH:26]=[CH:25][CH:24]=3)=[N:19][C:17]2=[O:18])[CH2:13][O:12]1)(=[O:8])[C:2]1[CH:7]=[CH:6][CH:5]=[CH:4][CH:3]=1, predict the reaction product. The product is: [C:1]([O:9][CH2:10][C@@H:11]1[S:15][C@H:14]([N:16]2[CH:31]=[CH:30][C:20]([NH:21][C:22](=[O:29])[C:23]3[CH:28]=[CH:27][CH:26]=[CH:25][CH:24]=3)=[N:19][C:17]2=[O:18])[CH2:13][O:12]1)(=[O:8])[C:2]1[CH:7]=[CH:6][CH:5]=[CH:4][CH:3]=1. (2) Given the reactants [C:1]([N-:4][CH:5]1[CH2:10][CH2:9][NH:8][CH2:7][CH2:6]1)(=[O:3])C.[C:11]12(N)[CH2:20][CH:15]3[CH2:16][CH:17]([CH2:19][CH:13]([CH2:14]3)[CH2:12]1)[CH2:18]2.[C:22]([O:25]I(C1C=CC=CC=1)OC(=O)C)(=O)[CH3:23].C(#[N:39])C, predict the reaction product. The product is: [C:22]([N:8]1[CH2:9][CH2:10][CH:5]([N:4]([C:11]23[CH2:20][CH:15]4[CH2:16][CH:17]([CH2:19][CH:13]([CH2:14]4)[CH2:12]2)[CH2:18]3)[C:1]([NH2:39])=[O:3])[CH2:6][CH2:7]1)(=[O:25])[CH3:23]. (3) Given the reactants [N+:1]([C:4]1[CH:11]=[CH:10][C:7]([CH:8]=O)=[CH:6][CH:5]=1)([O-:3])=[O:2].C1(P(C2C=CC=CC=2)(C2C=CC=CC=2)=[CH:19][C:20]([O:22][CH2:23][CH3:24])=[O:21])C=CC=CC=1, predict the reaction product. The product is: [N+:1]([C:4]1[CH:11]=[CH:10][C:7](/[CH:8]=[CH:19]/[C:20]([O:22][CH2:23][CH3:24])=[O:21])=[CH:6][CH:5]=1)([O-:3])=[O:2]. (4) Given the reactants CS(O[CH2:6][CH2:7][CH2:8][CH2:9]/[CH:10]=[CH:11]\[CH2:12]/[CH:13]=[CH:14]\[CH2:15]/[CH:16]=[CH:17]\[CH2:18]/[CH:19]=[CH:20]\[CH2:21][CH2:22][CH2:23][CH2:24][CH3:25])(=O)=O.[Br-:26].[Mg+2].[Br-], predict the reaction product. The product is: [CH2:6]([Br:26])[CH2:7][CH2:8][CH2:9]/[CH:10]=[CH:11]\[CH2:12]/[CH:13]=[CH:14]\[CH2:15]/[CH:16]=[CH:17]\[CH2:18]/[CH:19]=[CH:20]\[CH2:21][CH2:22][CH2:23][CH2:24][CH3:25]. (5) Given the reactants [C:1]1([C:7]2[C:16]3[CH:15]=[C:14](B(O)O)[C:13]([CH3:20])=[CH:12][C:11]=3[C:10]([CH3:22])([CH3:21])[CH2:9][CH:8]=2)[CH:6]=[CH:5][CH:4]=[CH:3][CH:2]=1.Br[C:24]1[CH:25]=[C:26]([CH:29]=[CH:30][C:31]=1[O:32][C:33]([F:36])([F:35])[F:34])[CH:27]=[O:28], predict the reaction product. The product is: [F:34][C:33]([F:36])([F:35])[O:32][C:31]1[CH:30]=[CH:29][C:26]([CH:27]=[O:28])=[CH:25][C:24]=1[C:14]1[C:13]([CH3:20])=[CH:12][C:11]2[C:10]([CH3:22])([CH3:21])[CH2:9][CH:8]=[C:7]([C:1]3[CH:2]=[CH:3][CH:4]=[CH:5][CH:6]=3)[C:16]=2[CH:15]=1. (6) Given the reactants Cl[C:2]1[N:3]=[C:4]([N:11]2[CH2:16][CH2:15][O:14][CH2:13][CH:12]2[CH2:17][C:18]([O:20][CH3:21])=[O:19])[C:5]2[S:10][CH:9]=[CH:8][C:6]=2[N:7]=1.[NH2:22][C:23]1[N:28]=[CH:27][C:26](B2OC(C)(C)C(C)(C)O2)=[CH:25][N:24]=1.CC#N.CC([O-])=O.[K+], predict the reaction product. The product is: [NH2:22][C:23]1[N:28]=[CH:27][C:26]([C:2]2[N:3]=[C:4]([N:11]3[CH2:16][CH2:15][O:14][CH2:13][CH:12]3[CH2:17][C:18]([O:20][CH3:21])=[O:19])[C:5]3[S:10][CH:9]=[CH:8][C:6]=3[N:7]=2)=[CH:25][N:24]=1. (7) Given the reactants [NH2:1][C:2]1[CH:7]=[C:6]([CH3:8])[CH:5]=[CH:4][N:3]=1.[C:9]1(=O)[O:14][C:12](=[O:13])[C:11]2=[CH:15][CH:16]=[CH:17][CH:18]=[C:10]12.C(N(CC)CC)C, predict the reaction product. The product is: [CH3:8][C:6]1[CH:5]=[CH:4][N:3]=[C:2]([N:1]2[C:12](=[O:13])[C:11]3[C:10](=[CH:18][CH:17]=[CH:16][CH:15]=3)[C:9]2=[O:14])[CH:7]=1. (8) Given the reactants C[O:2][C:3]([C:5]12[CH2:14][CH:9]3[CH2:10][CH:11]([CH2:13][CH:7]([CH:8]3[NH:15][C:16]([C:18]3([NH:21][S:22]([C:25]4[CH:30]=[CH:29][CH:28]=[C:27]([Cl:31])[CH:26]=4)(=[O:24])=[O:23])[CH2:20][CH2:19]3)=[O:17])[CH2:6]1)[CH2:12]2)=[O:4].Cl, predict the reaction product. The product is: [Cl:31][C:27]1[CH:26]=[C:25]([S:22]([NH:21][C:18]2([C:16]([NH:15][CH:8]3[CH:7]4[CH2:6][C:5]5([C:3]([OH:4])=[O:2])[CH2:12][CH:11]([CH2:10][CH:9]3[CH2:14]5)[CH2:13]4)=[O:17])[CH2:20][CH2:19]2)(=[O:23])=[O:24])[CH:30]=[CH:29][CH:28]=1.